From a dataset of Full USPTO retrosynthesis dataset with 1.9M reactions from patents (1976-2016). Predict the reactants needed to synthesize the given product. (1) Given the product [F:21][C:22]1[CH:27]=[CH:26][C:25]([C:2]2[N:7]=[CH:6][N:5]=[C:4]([N:8]3[CH2:13][CH2:12][N:11]([C:14]([O:16][C:17]([CH3:20])([CH3:19])[CH3:18])=[O:15])[CH2:10][CH2:9]3)[CH:3]=2)=[CH:24][CH:23]=1, predict the reactants needed to synthesize it. The reactants are: Cl[C:2]1[N:7]=[CH:6][N:5]=[C:4]([N:8]2[CH2:13][CH2:12][N:11]([C:14]([O:16][C:17]([CH3:20])([CH3:19])[CH3:18])=[O:15])[CH2:10][CH2:9]2)[CH:3]=1.[F:21][C:22]1[CH:27]=[CH:26][C:25](B(O)O)=[CH:24][CH:23]=1.C(=O)([O-])[O-].[Na+].[Na+].C1(C)C=CC=CC=1. (2) Given the product [F:24][C:25]1[CH:32]=[CH:31][C:30]([CH:33]=[C:7]2[C:15]3[C:10](=[CH:11][CH:12]=[CH:13][CH:14]=3)[C:9](=[O:16])[O:8]2)=[CH:29][C:26]=1[C:27]#[N:28], predict the reactants needed to synthesize it. The reactants are: COP([CH:7]1[C:15]2[C:10](=[CH:11][CH:12]=[CH:13][CH:14]=2)[C:9](=[O:16])[O:8]1)(=O)OC.C(N(CC)CC)C.[F:24][C:25]1[CH:32]=[CH:31][C:30]([CH:33]=O)=[CH:29][C:26]=1[C:27]#[N:28].